Dataset: Forward reaction prediction with 1.9M reactions from USPTO patents (1976-2016). Task: Predict the product of the given reaction. (1) Given the reactants C([O:7][CH2:8][C@@H:9]([O:37][C:38]([CH3:41])([CH3:40])[CH3:39])[C:10]1[C:28]([CH3:29])=[CH:27][C:13]2[N:14]=[C:15]([C:17]3[CH:18]=[C:19]4[N:25]([CH3:26])[N:24]=[CH:23][C:20]4=[N:21][CH:22]=3)[S:16][C:12]=2[C:11]=1[C:30]1[CH:35]=[CH:34][C:33]([Cl:36])=[CH:32][CH:31]=1)(=O)C(C)(C)C.[OH-].[Na+], predict the reaction product. The product is: [C:38]([O:37][C@@H:9]([C:10]1[C:28]([CH3:29])=[CH:27][C:13]2[N:14]=[C:15]([C:17]3[CH:18]=[C:19]4[N:25]([CH3:26])[N:24]=[CH:23][C:20]4=[N:21][CH:22]=3)[S:16][C:12]=2[C:11]=1[C:30]1[CH:31]=[CH:32][C:33]([Cl:36])=[CH:34][CH:35]=1)[CH2:8][OH:7])([CH3:41])([CH3:39])[CH3:40]. (2) Given the reactants [CH3:1][O:2][C:3](=[O:35])[CH:4]([C:16]1[CH:21]=[CH:20][CH:19]=[C:18]([C:22]2[CH:23]=[C:24]([CH:32]([CH3:34])[CH3:33])[CH:25]=[C:26]3[C:31]=2[N:30]=[CH:29][CH:28]=[CH:27]3)[CH:17]=1)[CH2:5][C:6]1[CH:11]=[CH:10][C:9]([S:12]([CH3:15])(=[O:14])=[O:13])=[CH:8][CH:7]=1.[CH3:36]C(C)([O-])C.[K+].CI, predict the reaction product. The product is: [CH3:1][O:2][C:3](=[O:35])[C:4]([C:16]1[CH:21]=[CH:20][CH:19]=[C:18]([C:22]2[CH:23]=[C:24]([CH:32]([CH3:33])[CH3:34])[CH:25]=[C:26]3[C:31]=2[N:30]=[CH:29][CH:28]=[CH:27]3)[CH:17]=1)([CH3:36])[CH2:5][C:6]1[CH:11]=[CH:10][C:9]([S:12]([CH3:15])(=[O:14])=[O:13])=[CH:8][CH:7]=1. (3) The product is: [CH2:15]([N:11]1[C:12]2[C:7](=[C:6]([OH:28])[C:5]([C:3]([NH:29][CH2:30][CH2:31][C:32]([OH:34])=[O:33])=[O:4])=[N:14][CH:13]=2)[CH:8]=[C:9]([C:23]2[S:24][CH:25]=[CH:26][N:27]=2)[C:10]1=[O:22])[C:16]1[CH:21]=[CH:20][CH:19]=[CH:18][CH:17]=1. Given the reactants CO[C:3]([C:5]1[C:6]([OH:28])=[C:7]2[C:12](=[CH:13][N:14]=1)[N:11]([CH2:15][C:16]1[CH:21]=[CH:20][CH:19]=[CH:18][CH:17]=1)[C:10](=[O:22])[C:9]([C:23]1[S:24][CH:25]=[CH:26][N:27]=1)=[CH:8]2)=[O:4].[NH2:29][CH2:30][CH2:31][C:32]([OH:34])=[O:33].C[O-].[Na+], predict the reaction product. (4) Given the reactants [Si:1]([O:18][C:19]1[C@@H:20]([CH2:43][OH:44])[O:21][C@@H:22]([C:24]2[N:32]3[C:27]([C:28]([NH:33][C@@H:34]4[C:42]5[C:37](=[CH:38][CH:39]=[CH:40][CH:41]=5)[CH2:36][CH2:35]4)=[N:29][CH:30]=[N:31]3)=[CH:26][CH:25]=2)[CH:23]=1)([C:14]([CH3:17])([CH3:16])[CH3:15])([C:8]1[CH:13]=[CH:12][CH:11]=[CH:10][CH:9]=1)[C:2]1[CH:7]=[CH:6][CH:5]=[CH:4][CH:3]=1, predict the reaction product. The product is: [Si:1]([O:18][C@H:19]1[CH2:23][C@H:22]([C:24]2[N:32]3[C:27]([C:28]([NH:33][C@@H:34]4[C:42]5[C:37](=[CH:38][CH:39]=[CH:40][CH:41]=5)[CH2:36][CH2:35]4)=[N:29][CH:30]=[N:31]3)=[CH:26][CH:25]=2)[O:21][C@@H:20]1[CH2:43][OH:44])([C:14]([CH3:15])([CH3:16])[CH3:17])([C:2]1[CH:3]=[CH:4][CH:5]=[CH:6][CH:7]=1)[C:8]1[CH:13]=[CH:12][CH:11]=[CH:10][CH:9]=1. (5) Given the reactants C1(P(C2C=CC=CC=2)C2C=CC=CC=2)C=CC=CC=1.BrN1C(=O)CCC1=O.[CH:28]1([CH2:33][C@H:34]([C:38]2[CH:43]=[CH:42][C:41]([Cl:44])=[C:40]([Cl:45])[CH:39]=2)[C:35]([OH:37])=O)[CH2:32][CH2:31][CH2:30][CH2:29]1.[NH2:46][C:47]1[CH:52]=[CH:51][C:50]([Br:53])=[CH:49][N:48]=1.N1C=CC=CC=1, predict the reaction product. The product is: [Br:53][C:50]1[CH:51]=[CH:52][C:47]([NH:46][C:35](=[O:37])[C@@H:34]([C:38]2[CH:43]=[CH:42][C:41]([Cl:44])=[C:40]([Cl:45])[CH:39]=2)[CH2:33][CH:28]2[CH2:29][CH2:30][CH2:31][CH2:32]2)=[N:48][CH:49]=1. (6) Given the reactants Br[CH2:2][CH2:3][C:4]1[CH:9]=[CH:8][C:7]([N+:10]([O-:12])=[O:11])=[CH:6][C:5]=1[Cl:13].[CH:14]1([CH2:20][NH2:21])[CH2:19][CH2:18][CH2:17][CH2:16][CH2:15]1.O, predict the reaction product. The product is: [Cl:13][C:5]1[CH:6]=[C:7]([N+:10]([O-:12])=[O:11])[CH:8]=[CH:9][C:4]=1[CH2:3][CH2:2][NH:21][CH2:20][CH:14]1[CH2:19][CH2:18][CH2:17][CH2:16][CH2:15]1.